Dataset: Reaction yield outcomes from USPTO patents with 853,638 reactions. Task: Predict the reaction yield, written as a fraction of the theoretical maximum amount of product (1.0 means a 100% yield; for example, 0.34 means a 34% yield). (1) The reactants are C[O:2][CH2:3][CH2:4][S:5]([C:8]1[CH:13]=[CH:12][C:11]([C:14]2[N:19]=[CH:18][C:17]([O:20][CH2:21][CH:22]3[CH2:27][CH2:26][N:25]([C:28]([O:30][CH:31]([CH3:33])[CH3:32])=[O:29])[CH2:24][CH2:23]3)=[CH:16][CH:15]=2)=[CH:10][CH:9]=1)(=[O:7])=[O:6].B(Br)(Br)Br.C([O-])(O)=O.[Na+]. The catalyst is C(Cl)Cl. The product is [OH:2][CH2:3][CH2:4][S:5]([C:8]1[CH:13]=[CH:12][C:11]([C:14]2[N:19]=[CH:18][C:17]([O:20][CH2:21][CH:22]3[CH2:23][CH2:24][N:25]([C:28]([O:30][CH:31]([CH3:33])[CH3:32])=[O:29])[CH2:26][CH2:27]3)=[CH:16][CH:15]=2)=[CH:10][CH:9]=1)(=[O:6])=[O:7]. The yield is 0.530. (2) The reactants are [F:1][C:2]([F:31])([F:30])[C:3]1[CH:4]=[C:5]([C@@H:9]([NH:13][C:14]([C:16]2[CH:17]=[N:18][N:19]([C:23]3[CH:28]=[CH:27][C:26]([Cl:29])=[CH:25][CH:24]=3)[C:20]=2[CH2:21]Br)=[O:15])[CH2:10][CH2:11][CH3:12])[CH:6]=[CH:7][CH:8]=1.C[NH2:33].C1COCC1. The catalyst is CN(C=O)C. The product is [F:1][C:2]([F:31])([F:30])[C:3]1[CH:4]=[C:5]([C@@H:9]([NH:13][C:14]([C:16]2[CH:17]=[N:18][N:19]([C:23]3[CH:28]=[CH:27][C:26]([Cl:29])=[CH:25][CH:24]=3)[C:20]=2[CH2:21][NH2:33])=[O:15])[CH2:10][CH2:11][CH3:12])[CH:6]=[CH:7][CH:8]=1. The yield is 0.440. (3) The reactants are [Cl:1][C:2]1[CH:3]=[C:4]([C:8]2[N:12]=[C:11]([NH2:13])[NH:10][N:9]=2)[CH:5]=[CH:6][CH:7]=1.[NH:14]1[C:18]2[CH:19]=[CH:20][C:21]([C:23](=O)[CH2:24][C:25](OCC)=[O:26])=[CH:22][C:17]=2[N:16]=[N:15]1.CC1C=CC(S(O)(=O)=O)=CC=1. The catalyst is CCCCO. The product is [NH:14]1[C:18]2[CH:19]=[CH:20][C:21]([C:23]3[NH:13][C:11]4[N:10]([N:9]=[C:8]([C:4]5[CH:5]=[CH:6][CH:7]=[C:2]([Cl:1])[CH:3]=5)[N:12]=4)[C:25](=[O:26])[CH:24]=3)=[CH:22][C:17]=2[N:16]=[N:15]1. The yield is 0.330. (4) The reactants are Br[C:2]1[C:3]([O:9][CH3:10])=[N:4][C:5]([Cl:8])=[CH:6][CH:7]=1.[NH:11]1[CH2:15][CH2:14][CH:13]([OH:16])[CH2:12]1.CC1(C)C2C(=C(P(C3C=CC=CC=3)C3C=CC=CC=3)C=CC=2)OC2C(P(C3C=CC=CC=3)C3C=CC=CC=3)=CC=CC1=2.CC(C)([O-])C.[Na+]. The catalyst is C1C=CC(/C=C/C(/C=C/C2C=CC=CC=2)=O)=CC=1.C1C=CC(/C=C/C(/C=C/C2C=CC=CC=2)=O)=CC=1.C1C=CC(/C=C/C(/C=C/C2C=CC=CC=2)=O)=CC=1.[Pd].[Pd].C1(C)C=CC=CC=1. The product is [Cl:8][C:5]1[N:4]=[C:3]([O:9][CH3:10])[C:2]([N:11]2[CH2:15][CH2:14][CH:13]([OH:16])[CH2:12]2)=[CH:7][CH:6]=1. The yield is 0.0570. (5) The reactants are S(=O)(=O)(O)O.[C:6]([OH:25])(=[O:24])[C:7]1[CH:12]=[CH:11][CH:10]=[CH:9][C:8]=1[S:13][S:14][C:15]1[CH:23]=[CH:22][CH:21]=[CH:20][C:16]=1[C:17]([OH:19])=O.[C:26]([O-])(O)=O.[Na+].[CH3:31][OH:32]. No catalyst specified. The product is [CH3:31][O:32][C:17]([C:16]1[CH:20]=[CH:21][CH:22]=[CH:23][C:15]=1[S:14][S:13][C:8]1[CH:9]=[CH:10][CH:11]=[CH:12][C:7]=1[C:6]([O:25][CH3:26])=[O:24])=[O:19]. The yield is 0.820. (6) The reactants are [N+:1]([C:4]1[CH:12]=[C:11]2[C:7]([CH:8]=[CH:9][NH:10]2)=[CH:6][CH:5]=1)([O-:3])=[O:2].[C:13]([O-])([O-])=O.[K+].[K+].O. The catalyst is CN(C=O)C. The product is [CH3:13][N:10]1[C:11]2[C:7](=[CH:6][CH:5]=[C:4]([N+:1]([O-:3])=[O:2])[CH:12]=2)[CH:8]=[CH:9]1. The yield is 0.980.